From a dataset of Catalyst prediction with 721,799 reactions and 888 catalyst types from USPTO. Predict which catalyst facilitates the given reaction. Reactant: [CH2:1]([N:8]([CH2:16][C:17]1[CH:21]=[CH:20][NH:19][N:18]=1)C(=O)OC(C)(C)C)[C:2]1[CH:7]=[CH:6][CH:5]=[CH:4][CH:3]=1.CCOC(C)=O.Cl. Product: [C:2]1([CH2:1][NH:8][CH2:16][C:17]2[CH:21]=[CH:20][NH:19][N:18]=2)[CH:7]=[CH:6][CH:5]=[CH:4][CH:3]=1. The catalyst class is: 25.